Predict the reactants needed to synthesize the given product. From a dataset of Full USPTO retrosynthesis dataset with 1.9M reactions from patents (1976-2016). Given the product [Br:1][C:2]1[CH:3]=[C:4]([CH2:8][NH:9][C:23]([NH:22][CH:19]([CH3:21])[CH3:20])=[O:24])[CH:5]=[N:6][CH:7]=1, predict the reactants needed to synthesize it. The reactants are: [Br:1][C:2]1[CH:3]=[C:4]([CH2:8][NH2:9])[CH:5]=[N:6][CH:7]=1.C(N(C(C)C)CC)(C)C.[CH:19]([N:22]=[C:23]=[O:24])([CH3:21])[CH3:20].